From a dataset of Full USPTO retrosynthesis dataset with 1.9M reactions from patents (1976-2016). Predict the reactants needed to synthesize the given product. (1) Given the product [C:1]1([C:7]2[CH:12]=[C:11]([C:13]3[CH:18]=[CH:17][CH:16]=[CH:15][CH:14]=3)[N:10]=[C:9]([C:19]3[CH:20]=[CH:21][C:22]([CH2:25][O:26][S:35]([CH3:34])(=[O:37])=[O:36])=[CH:23][CH:24]=3)[N:8]=2)[CH:6]=[CH:5][CH:4]=[CH:3][CH:2]=1, predict the reactants needed to synthesize it. The reactants are: [C:1]1([C:7]2[CH:12]=[C:11]([C:13]3[CH:18]=[CH:17][CH:16]=[CH:15][CH:14]=3)[N:10]=[C:9]([C:19]3[CH:24]=[CH:23][C:22]([CH2:25][OH:26])=[CH:21][CH:20]=3)[N:8]=2)[CH:6]=[CH:5][CH:4]=[CH:3][CH:2]=1.C(N(CC)CC)C.[CH3:34][S:35](Cl)(=[O:37])=[O:36]. (2) Given the product [NH2:8][C:6]1[CH:7]=[C:2]([CH3:1])[C:3]([O:11][C:12]2[CH:17]=[CH:16][CH:15]=[C:14]([CH2:18][CH2:19][CH3:20])[CH:13]=2)=[N:4][CH:5]=1, predict the reactants needed to synthesize it. The reactants are: [CH3:1][C:2]1[C:3]([O:11][C:12]2[CH:17]=[CH:16][CH:15]=[C:14]([CH2:18][CH2:19][CH3:20])[CH:13]=2)=[N:4][CH:5]=[C:6]([N+:8]([O-])=O)[CH:7]=1.CCOC(C)=O. (3) Given the product [CH2:32]([C:19]1[N:18]([CH2:17][CH2:16][O:15][C:12]2[CH:11]=[CH:10][C:9]([O:8][C:5]([CH3:7])([CH3:6])[C:4]([OH:34])=[O:3])=[CH:14][CH:13]=2)[C:23](=[O:24])[C:22]2[N:25]([CH3:31])[N:26]=[C:27]([CH2:28][CH2:29][CH3:30])[C:21]=2[N:20]=1)[CH3:33], predict the reactants needed to synthesize it. The reactants are: C([O:3][C:4](=[O:34])[C:5]([O:8][C:9]1[CH:14]=[CH:13][C:12]([O:15][CH2:16][CH2:17][N:18]2[C:23](=[O:24])[C:22]3[N:25]([CH3:31])[N:26]=[C:27]([CH2:28][CH2:29][CH3:30])[C:21]=3[N:20]=[C:19]2[CH2:32][CH3:33])=[CH:11][CH:10]=1)([CH3:7])[CH3:6])C.C(=O)([O-])[O-].[Na+].[Na+]. (4) Given the product [N:1]1[CH:2]=[CH:3][N:4]2[C:9]=1[CH:8]=[CH:7][C:6]([CH2:10][NH2:18])=[N:5]2, predict the reactants needed to synthesize it. The reactants are: [N:1]1[CH:2]=[CH:3][N:4]2[C:9]=1[CH:8]=[CH:7][C:6]([CH2:10]O)=[N:5]2.Cl.S1C2C=C[N:18]=CC=2C=C1CN. (5) Given the product [CH2:1]([N:3]1[CH2:4][CH2:5][N:6]([C:9]2[CH:15]=[C:13]([NH2:14])[C:12]([NH2:16])=[CH:11][CH:10]=2)[CH2:7][CH2:8]1)[CH3:2], predict the reactants needed to synthesize it. The reactants are: [CH2:1]([N:3]1[CH2:8][CH2:7][N:6]([C:9]2[CH:10]=[CH:11][C:12]([N+:16]([O-])=O)=[C:13]([CH:15]=2)[NH2:14])[CH2:5][CH2:4]1)[CH3:2].